This data is from NCI-60 drug combinations with 297,098 pairs across 59 cell lines. The task is: Regression. Given two drug SMILES strings and cell line genomic features, predict the synergy score measuring deviation from expected non-interaction effect. (1) Cell line: UACC62. Synergy scores: CSS=33.9, Synergy_ZIP=1.68, Synergy_Bliss=2.60, Synergy_Loewe=2.36, Synergy_HSA=3.43. Drug 2: C#CCC(CC1=CN=C2C(=N1)C(=NC(=N2)N)N)C3=CC=C(C=C3)C(=O)NC(CCC(=O)O)C(=O)O. Drug 1: C1=CC(=C2C(=C1NCCNCCO)C(=O)C3=C(C=CC(=C3C2=O)O)O)NCCNCCO. (2) Drug 1: CS(=O)(=O)CCNCC1=CC=C(O1)C2=CC3=C(C=C2)N=CN=C3NC4=CC(=C(C=C4)OCC5=CC(=CC=C5)F)Cl. Drug 2: C1=CC=C(C(=C1)C(C2=CC=C(C=C2)Cl)C(Cl)Cl)Cl. Cell line: HCC-2998. Synergy scores: CSS=-4.89, Synergy_ZIP=-0.0229, Synergy_Bliss=-5.15, Synergy_Loewe=-3.95, Synergy_HSA=-6.09. (3) Drug 1: C1=CC(=CC=C1C#N)C(C2=CC=C(C=C2)C#N)N3C=NC=N3. Drug 2: C1CC(=O)NC(=O)C1N2C(=O)C3=CC=CC=C3C2=O. Cell line: SR. Synergy scores: CSS=10.6, Synergy_ZIP=-4.81, Synergy_Bliss=-6.52, Synergy_Loewe=-1.42, Synergy_HSA=-1.58. (4) Synergy scores: CSS=11.0, Synergy_ZIP=-4.40, Synergy_Bliss=0.893, Synergy_Loewe=0.661, Synergy_HSA=0.689. Cell line: OVCAR-5. Drug 2: C1CC(=O)NC(=O)C1N2CC3=C(C2=O)C=CC=C3N. Drug 1: CS(=O)(=O)C1=CC(=C(C=C1)C(=O)NC2=CC(=C(C=C2)Cl)C3=CC=CC=N3)Cl. (5) Drug 1: CCC(=C(C1=CC=CC=C1)C2=CC=C(C=C2)OCCN(C)C)C3=CC=CC=C3.C(C(=O)O)C(CC(=O)O)(C(=O)O)O. Drug 2: C1=NC2=C(N1)C(=S)N=CN2. Cell line: UACC62. Synergy scores: CSS=21.0, Synergy_ZIP=1.06, Synergy_Bliss=1.11, Synergy_Loewe=-31.5, Synergy_HSA=-0.409. (6) Drug 1: CC(CN1CC(=O)NC(=O)C1)N2CC(=O)NC(=O)C2. Drug 2: CCN(CC)CCNC(=O)C1=C(NC(=C1C)C=C2C3=C(C=CC(=C3)F)NC2=O)C. Cell line: SF-295. Synergy scores: CSS=20.4, Synergy_ZIP=-8.12, Synergy_Bliss=-4.83, Synergy_Loewe=-4.26, Synergy_HSA=-4.53. (7) Drug 1: C1=NC2=C(N1)C(=S)N=C(N2)N. Drug 2: CC(C)NC(=O)C1=CC=C(C=C1)CNNC.Cl. Cell line: SF-268. Synergy scores: CSS=10.3, Synergy_ZIP=-5.55, Synergy_Bliss=0.799, Synergy_Loewe=-22.3, Synergy_HSA=-2.99. (8) Drug 1: C1=C(C(=O)NC(=O)N1)N(CCCl)CCCl. Drug 2: C1CNP(=O)(OC1)N(CCCl)CCCl. Cell line: A549. Synergy scores: CSS=39.9, Synergy_ZIP=1.79, Synergy_Bliss=4.10, Synergy_Loewe=-19.8, Synergy_HSA=3.67. (9) Drug 1: CCC1=CC2CC(C3=C(CN(C2)C1)C4=CC=CC=C4N3)(C5=C(C=C6C(=C5)C78CCN9C7C(C=CC9)(C(C(C8N6C)(C(=O)OC)O)OC(=O)C)CC)OC)C(=O)OC.C(C(C(=O)O)O)(C(=O)O)O. Drug 2: N.N.Cl[Pt+2]Cl. Cell line: 786-0. Synergy scores: CSS=26.1, Synergy_ZIP=-0.0333, Synergy_Bliss=1.25, Synergy_Loewe=-26.6, Synergy_HSA=1.38.